From a dataset of Reaction yield outcomes from USPTO patents with 853,638 reactions. Predict the reaction yield, written as a fraction of the theoretical maximum amount of product (1.0 means a 100% yield; for example, 0.34 means a 34% yield). The reactants are [CH3:1][C:2]1[CH:3]=[C:4]([CH:7]=[CH:8][C:9]=1[O:10][CH2:11][CH2:12][CH2:13][N:14]1[CH2:19][CH2:18][N:17]([CH3:20])[CH2:16][CH2:15]1)[CH:5]=O.[C:21]([C:25]1[CH:26]=[C:27]([NH2:32])[C:28]([NH2:31])=[CH:29][CH:30]=1)([CH3:24])([CH3:23])[CH3:22]. No catalyst specified. The product is [C:21]([C:25]1[CH:30]=[CH:29][C:28]2[NH:31][C:5]([C:4]3[CH:7]=[CH:8][C:9]([O:10][CH2:11][CH2:12][CH2:13][N:14]4[CH2:19][CH2:18][N:17]([CH3:20])[CH2:16][CH2:15]4)=[C:2]([CH3:1])[CH:3]=3)=[N:32][C:27]=2[CH:26]=1)([CH3:24])([CH3:22])[CH3:23]. The yield is 0.810.